Dataset: Reaction yield outcomes from USPTO patents with 853,638 reactions. Task: Predict the reaction yield, written as a fraction of the theoretical maximum amount of product (1.0 means a 100% yield; for example, 0.34 means a 34% yield). (1) The reactants are [F:1][C:2]1[C:3]([CH3:18])=[C:4]([NH:11][C:12]2[CH:17]=[CH:16][CH:15]=[CH:14][CH:13]=2)[C:5]([N+:8]([O-])=O)=[CH:6][CH:7]=1.CO.[NH4+].[Cl-]. The product is [F:1][C:2]1[C:3]([CH3:18])=[C:4]([NH:11][C:12]2[CH:17]=[CH:16][CH:15]=[CH:14][CH:13]=2)[C:5]([NH2:8])=[CH:6][CH:7]=1. The catalyst is [Fe].O. The yield is 0.880. (2) The reactants are [CH3:1][N:2]([CH:4]=[N:5][C:6]1[C:7]2[N:8]=[CH:9][N:10]([C:41]=2[N:42]=[CH:43][N:44]=1)[C@@H:11]1[O:40][C@H:37]([CH2:38][OH:39])[C@@H:35]([OH:36])[C@H:12]1[O:13][CH2:14][CH2:15][CH2:16][N:17]([C:28]([O:30][C:31]([CH3:34])([CH3:33])[CH3:32])=[O:29])[C:18]([NH2:27])=[N:19][C:20]([O:22][C:23]([CH3:26])([CH3:25])[CH3:24])=[O:21])[CH3:3].[CH3:45][O:46][C:47]1[CH:68]=[CH:67][C:50]([C:51](Cl)([C:60]2[CH:65]=[CH:64][CH:63]=[CH:62][CH:61]=2)[C:52]2[CH:57]=[CH:56][C:55]([O:58][CH3:59])=[CH:54][CH:53]=2)=[CH:49][CH:48]=1. The yield is 0.900. The catalyst is N1C=CC=CC=1.ClCCl. The product is [CH3:1][N:2]([CH:4]=[N:5][C:6]1[C:7]2[N:8]=[CH:9][N:10]([C:41]=2[N:42]=[CH:43][N:44]=1)[C@@H:11]1[O:40][C@H:37]([CH2:38][O:39][C:51]([C:60]2[CH:65]=[CH:64][CH:63]=[CH:62][CH:61]=2)([C:52]2[CH:57]=[CH:56][C:55]([O:58][CH3:59])=[CH:54][CH:53]=2)[C:50]2[CH:49]=[CH:48][C:47]([O:46][CH3:45])=[CH:68][CH:67]=2)[C@@H:35]([OH:36])[C@H:12]1[O:13][CH2:14][CH2:15][CH2:16][N:17]([C:28]([O:30][C:31]([CH3:34])([CH3:33])[CH3:32])=[O:29])[C:18]([NH2:27])=[N:19][C:20]([O:22][C:23]([CH3:24])([CH3:25])[CH3:26])=[O:21])[CH3:3]. (3) No catalyst specified. The yield is 0.920. The reactants are [O:1]([C:8]1[CH:13]=[CH:12][C:11]([CH2:14]O)=[CH:10][CH:9]=1)[C:2]1[CH:7]=[CH:6][CH:5]=[CH:4][CH:3]=1.C1(P(C2C=CC=CC=2)C2C=CC=CC=2)C=CC=CC=1.C(Cl)(Cl)(Cl)[Cl:36]. The product is [Cl:36][CH2:14][C:11]1[CH:12]=[CH:13][C:8]([O:1][C:2]2[CH:7]=[CH:6][CH:5]=[CH:4][CH:3]=2)=[CH:9][CH:10]=1.